This data is from Forward reaction prediction with 1.9M reactions from USPTO patents (1976-2016). The task is: Predict the product of the given reaction. (1) Given the reactants [NH2:1][C:2]1[CH:14]=[CH:13][CH:12]=[CH:11][C:3]=1[C:4]([O:6][C:7]([CH3:10])([CH3:9])[CH3:8])=[O:5].C1C(=O)N([Br:22])C(=O)C1, predict the reaction product. The product is: [NH2:1][C:2]1[CH:14]=[CH:13][C:12]([Br:22])=[CH:11][C:3]=1[C:4]([O:6][C:7]([CH3:10])([CH3:9])[CH3:8])=[O:5]. (2) Given the reactants [CH3:1][N:2]([CH3:16])[C:3]1[C:11]2[C:6](=[CH:7][CH:8]=[C:9]([N+:12]([O-])=O)[CH:10]=2)[N:5]([CH3:15])[N:4]=1, predict the reaction product. The product is: [CH3:1][N:2]([CH3:16])[C:3]1[C:11]2[C:6](=[CH:7][CH:8]=[C:9]([NH2:12])[CH:10]=2)[N:5]([CH3:15])[N:4]=1. (3) Given the reactants [Li+].CC([N-]C(C)C)C.[N:9]1([C:20]([O:22][C:23]([CH3:26])([CH3:25])[CH3:24])=[O:21])[CH2:14][CH2:13][CH:12]([C:15]([O:17][CH2:18][CH3:19])=[O:16])[CH2:11][CH2:10]1.[CH2:27](Cl)[O:28][CH2:29][C:30]1[CH:35]=[CH:34][CH:33]=[CH:32][CH:31]=1, predict the reaction product. The product is: [CH2:29]([O:28][CH2:27][C:12]1([C:15]([O:17][CH2:18][CH3:19])=[O:16])[CH2:11][CH2:10][N:9]([C:20]([O:22][C:23]([CH3:25])([CH3:24])[CH3:26])=[O:21])[CH2:14][CH2:13]1)[C:30]1[CH:35]=[CH:34][CH:33]=[CH:32][CH:31]=1. (4) Given the reactants O[CH2:2][C:3]1[N:7]([CH2:8][CH2:9][CH2:10][C:11]([F:14])([F:13])[F:12])[C:6]2[CH:15]=[CH:16][C:17]([C:19]#[N:20])=[CH:18][C:5]=2[N:4]=1.S(Cl)(Cl)=O.[CH:25]1([N:28]2[CH2:37][C:36]3[C:31](=[CH:32][CH:33]=[CH:34][CH:35]=3)[NH:30][C:29]2=[O:38])[CH2:27][CH2:26]1.[H-].[Na+], predict the reaction product. The product is: [CH:25]1([N:28]2[CH2:37][C:36]3[C:31](=[CH:32][CH:33]=[CH:34][CH:35]=3)[N:30]([CH2:2][C:3]3[N:7]([CH2:8][CH2:9][CH2:10][C:11]([F:14])([F:13])[F:12])[C:6]4[CH:15]=[CH:16][C:17]([C:19]#[N:20])=[CH:18][C:5]=4[N:4]=3)[C:29]2=[O:38])[CH2:27][CH2:26]1. (5) Given the reactants [Na].CCO.[C:5]([O:9][C:10]([N:12]1[CH2:17][CH2:16][N:15]([C@@H:18]2[CH2:23][CH2:22][CH2:21][CH2:20][C@@H:19]2[C:24]([O:26][CH2:27][CH3:28])=[O:25])[CH2:14][CH2:13]1)=[O:11])([CH3:8])([CH3:7])[CH3:6], predict the reaction product. The product is: [C:5]([O:9][C:10]([N:12]1[CH2:13][CH2:14][N:15]([C@@H:18]2[CH2:23][CH2:22][CH2:21][CH2:20][C@H:19]2[C:24]([O:26][CH2:27][CH3:28])=[O:25])[CH2:16][CH2:17]1)=[O:11])([CH3:8])([CH3:7])[CH3:6]. (6) Given the reactants [Br:1][C:2]1[CH:19]=[CH:18][C:5]([CH2:6][CH:7]([C:13]([O:15]CC)=[O:14])[C:8]([O:10]CC)=[O:9])=[CH:4][CH:3]=1.[OH-].[K+], predict the reaction product. The product is: [Br:1][C:2]1[CH:3]=[CH:4][C:5]([CH2:6][CH:7]([C:8]([OH:10])=[O:9])[C:13]([OH:15])=[O:14])=[CH:18][CH:19]=1. (7) Given the reactants [Cl:1][C:2]1[CH:7]=[CH:6][C:5]([C:8]2[CH:13]=[N:12][C:11]([C:14]#[CH:15])=[CH:10][N:9]=2)=[C:4]([CH3:16])[CH:3]=1.I[C:18]1[CH:34]=[CH:33][C:21]([O:22][CH2:23][CH2:24][N:25]2[CH2:30][CH2:29][C:28]([CH3:32])([OH:31])[CH2:27][CH2:26]2)=[CH:20][CH:19]=1, predict the reaction product. The product is: [Cl:1][C:2]1[CH:7]=[CH:6][C:5]([C:8]2[N:9]=[CH:10][C:11]([C:14]#[C:15][C:18]3[CH:34]=[CH:33][C:21]([O:22][CH2:23][CH2:24][N:25]4[CH2:26][CH2:27][C:28]([CH3:32])([OH:31])[CH2:29][CH2:30]4)=[CH:20][CH:19]=3)=[N:12][CH:13]=2)=[C:4]([CH3:16])[CH:3]=1. (8) Given the reactants Br[C:2]1[CH:7]=[CH:6][C:5]([C:8]2[N:13]([CH2:14][C@@H:15]3[CH2:19][CH2:18][N:17]([C:20]([CH:22]4[CH2:24][CH2:23]4)=[O:21])[CH2:16]3)[C:12](=[O:25])[C:11]([CH3:26])=[C:10]([CH3:27])[N:9]=2)=[C:4]([F:28])[CH:3]=1.[F:29][C:30]1[CH:35]=[CH:34][C:33](B(O)O)=[CH:32][CH:31]=1, predict the reaction product. The product is: [CH:22]1([C:20]([N:17]2[CH2:18][CH2:19][C@@H:15]([CH2:14][N:13]3[C:12](=[O:25])[C:11]([CH3:26])=[C:10]([CH3:27])[N:9]=[C:8]3[C:5]3[CH:6]=[CH:7][C:2]([C:33]4[CH:34]=[CH:35][C:30]([F:29])=[CH:31][CH:32]=4)=[CH:3][C:4]=3[F:28])[CH2:16]2)=[O:21])[CH2:24][CH2:23]1. (9) Given the reactants [NH2:1][CH2:2][CH:3]([C:8]1([CH3:13])[O:12][CH2:11][CH2:10][O:9]1)[C:4]([O:6][CH3:7])=[O:5].[N+:14]([C:17]1[CH:18]=[C:19]2[C:24](=O)[O:23][C:21](=[O:22])[C:20]2=[CH:26][CH:27]=1)([O-:16])=[O:15], predict the reaction product. The product is: [N+:14]([C:17]1[CH:18]=[C:19]2[C:20](=[CH:26][CH:27]=1)[C:21](=[O:22])[N:1]([CH2:2][CH:3]([C:8]1([CH3:13])[O:9][CH2:10][CH2:11][O:12]1)[C:4]([O:6][CH3:7])=[O:5])[C:24]2=[O:23])([O-:16])=[O:15].